Dataset: Experimentally validated miRNA-target interactions with 360,000+ pairs, plus equal number of negative samples. Task: Binary Classification. Given a miRNA mature sequence and a target amino acid sequence, predict their likelihood of interaction. (1) Result: 0 (no interaction). The protein sequence of the target gene is MSDTPSTGFSIIHPTSSEGQVPPPRHLSLTHPVVAKRISFYKSGDPQFGGVRVVVNPRSFKSFDALLDNLSRKVPLPFGVRNISTPRGRHSITRLEELEDGESYLCSHGRKVQPVDLDKARRRPRPWLSSRAISAHSPPHPVAVAAPGMPRPPRSLVVFRNGDPKTRRAVLLSRRVTQSFEAFLQHLTEVMQRPVVKLYATDGRRVPSLQAVILSSGAVVAAGREPFKPGNYDIQKYLLPARLPGISQRVYPKGNAKSESRKISTHMSSSSRSQIYSVSSEKTHNNDCYLDYSFVPEKYL.... The miRNA is cel-miR-246-3p with sequence UUACAUGUUUCGGGUAGGAGC. (2) The miRNA is hsa-miR-128-3p with sequence UCACAGUGAACCGGUCUCUUU. The protein sequence of the target gene is MMAKNKEPRPPSYTISIVGLSGTEKDKGNCGVGKSCLCNRFVRSKADEYYPEHTSVLSTIDFGGRVVNNDHFLYWGDIIQNSEDGVECKIHVIEQTEFIDDQTFLPHRSTNLQPYIKRAAASKLQSAEKLMYICTDQLGLEQDFEQKQMPEGKLNVDGFLLCIDVSQGCNRKFDDQLKFVNNLFVQLSKSKKPVIIAATKCDECVDHYLREVQAFASNKKNLLVVETSARFNVNIETCFTALVQMLDKTRSKPKIIPYLDAYKTQRQLVVTATDKFEKLVQTVRDYHATWKTVSNKLKNH.... Result: 1 (interaction). (3) The miRNA is hsa-miR-548o-3p with sequence CCAAAACUGCAGUUACUUUUGC. The protein sequence of the target gene is MVLIKEFRVVLPCSVQEYQVGQLYSVAEASKNETGGGEGIEVLKNEPYEKDGEKGQYTHKIYHLKSKVPAFVRMIAPEGSLVFHEKAWNAYPYCRTIVTNEYMKDDFFIKIETWHKPDLGTLENVHGLDPNTWKTVEIVHIDIADRSQVEPADYKADEDPALFQSVKTKRGPLGPNWKKELANSPDCPQMCAYKLVTIKFKWWGLQSKVENFIQKQEKRIFTNFHRQLFCWIDKWIDLTMEDIRRMEDETQKELETMRKRGSVRGTSAADV. Result: 1 (interaction). (4) The miRNA is hsa-miR-4781-3p with sequence AAUGUUGGAAUCCUCGCUAGAG. The protein sequence of the target gene is MLSNLHELLPNHLMETLYSRKSEEDKKKCENPELSGLERILARHQLPKEINLTPKPNRMPPWKRKIINNVTDGWKKCHLLKRNTKEPPMSTIVVRKLIQKNVPRRHSLRNTSRKLRNLPTTAKGTQTGKSQCLLGISEPT. Result: 1 (interaction). (5) The miRNA is hsa-miR-493-3p with sequence UGAAGGUCUACUGUGUGCCAGG. The protein sequence of the target gene is MTVMSLSRDLKDDFHSDTVLSILNEQRIRGILCDVTIIVEDTKFKAHSNVLAASSLYFKNIFWSHTICISSHVLELDDLKAEVFTEILNYIYSSTVVVKRQETVTDLAAAGKKLGISFLEDLTDRNFSNSPGPYVFCITEKGVVKEEKNEKRHEEPAITNGPRITNAFSIIETENSNNMFSPLDLRASFKKVSDSMRTASLCLERTDVCHEAEPVRTLAEHSYAVSSVAEAYRSQPVREHDGSSPGNTGKENCEALAAKPKTCRKPKTFSIPQDSDSATENIPPPPVSNLEVNQERSPQP.... Result: 0 (no interaction).